From a dataset of Forward reaction prediction with 1.9M reactions from USPTO patents (1976-2016). Predict the product of the given reaction. (1) Given the reactants [C:1]([O:9][C:10]1[CH:18]=[CH:17][C:13]([C:14](O)=[O:15])=[CH:12][CH:11]=1)(=[O:8])[C:2]1[CH:7]=[CH:6][CH:5]=[CH:4][CH:3]=1.S(Cl)([Cl:21])=O, predict the reaction product. The product is: [C:1]([O:9][C:10]1[CH:18]=[CH:17][C:13]([C:14]([Cl:21])=[O:15])=[CH:12][CH:11]=1)(=[O:8])[C:2]1[CH:7]=[CH:6][CH:5]=[CH:4][CH:3]=1. (2) The product is: [NH2:7][C@@H:8]1[CH2:12][CH2:11][N:10]([CH2:13][C:14]2[C:15]([Cl:42])=[C:16]3[C:17]([C:25](=[O:40])[N:26]([CH2:27][C:28]4[CH:33]=[C:32]([Cl:34])[CH:31]=[CH:30][C:29]=4[S:35]([CH2:38][CH3:39])(=[O:36])=[O:37])[C:45](=[O:47])[NH:41]3)=[CH:18][C:19]=2[O:20][C:21]([F:22])([F:23])[F:24])[CH2:9]1. Given the reactants C(OC(=O)[NH:7][C@@H:8]1[CH2:12][CH2:11][N:10]([CH2:13][C:14]2[C:19]([O:20][C:21]([F:24])([F:23])[F:22])=[CH:18][C:17]([C:25](=[O:40])[NH:26][CH2:27][C:28]3[CH:33]=[C:32]([Cl:34])[CH:31]=[CH:30][C:29]=3[S:35]([CH2:38][CH3:39])(=[O:37])=[O:36])=[C:16]([NH2:41])[C:15]=2[Cl:42])[CH2:9]1)(C)(C)C.Cl.[C:45](OCC)(=[O:47])C, predict the reaction product. (3) Given the reactants [OH:1][B:2]1[C:6]2[CH:7]=[C:8]([NH:11][C:12](=[O:33])[C@H:13]([NH:25]C(=O)OC(C)(C)C)[CH2:14][C:15]3[CH:20]=[CH:19][C:18]([C:21]([F:24])([F:23])[F:22])=[CH:17][CH:16]=3)[CH:9]=[CH:10][C:5]=2[C:4]([CH3:35])([CH3:34])[O:3]1.Cl.CCOC(C)=O, predict the reaction product. The product is: [NH2:25][C@H:13]([CH2:14][C:15]1[CH:16]=[CH:17][C:18]([C:21]([F:23])([F:24])[F:22])=[CH:19][CH:20]=1)[C:12]([NH:11][C:8]1[CH:9]=[CH:10][C:5]2[C:4]([CH3:35])([CH3:34])[O:3][B:2]([OH:1])[C:6]=2[CH:7]=1)=[O:33].